Task: Predict the reaction yield, written as a fraction of the theoretical maximum amount of product (1.0 means a 100% yield; for example, 0.34 means a 34% yield).. Dataset: Reaction yield outcomes from USPTO patents with 853,638 reactions (1) The reactants are Cl.[NH2:2][CH2:3][C:4]1[CH:5]=[C:6]2[C:10](=[CH:11][CH:12]=1)[C:9](=[O:13])[N:8]([CH:14]1[CH2:19][CH2:18][C:17](=[O:20])[NH:16][C:15]1=[O:21])[C:7]2=[O:22].[C:23](Cl)(=[O:28])[CH2:24][CH2:25][CH2:26][CH3:27].CCN(C(C)C)C(C)C. The catalyst is CC#N. The product is [O:21]=[C:15]1[CH:14]([N:8]2[C:7](=[O:22])[C:6]3[C:10](=[CH:11][CH:12]=[C:4]([CH2:3][NH:2][C:23](=[O:28])[CH2:24][CH2:25][CH2:26][CH3:27])[CH:5]=3)[C:9]2=[O:13])[CH2:19][CH2:18][C:17](=[O:20])[NH:16]1. The yield is 0.350. (2) The reactants are [CH:1]1([N:5]2[CH2:10][CH2:9][N:8]([C:11]([C:13]3[CH:14]=[C:15]4[C:19](=[CH:20][CH:21]=3)[NH:18][C:17]([C:22]([N:24]3[CH2:29][CH2:28][S:27](=[O:31])(=[O:30])[CH2:26][CH2:25]3)=[O:23])=[CH:16]4)=[O:12])[CH2:7][CH2:6]2)[CH2:4][CH2:3][CH2:2]1.[H-].[Na+].Br[CH:35]([CH3:37])[CH3:36]. The catalyst is CN(C)C=O. The product is [CH:1]1([N:5]2[CH2:6][CH2:7][N:8]([C:11]([C:13]3[CH:14]=[C:15]4[C:19](=[CH:20][CH:21]=3)[N:18]([CH:35]([CH3:37])[CH3:36])[C:17]([C:22]([N:24]3[CH2:29][CH2:28][S:27](=[O:30])(=[O:31])[CH2:26][CH2:25]3)=[O:23])=[CH:16]4)=[O:12])[CH2:9][CH2:10]2)[CH2:2][CH2:3][CH2:4]1. The yield is 0.490. (3) The reactants are Cl[C:2]1[CH:16]=[CH:15][C:5]2[C:6](=[O:14])[NH:7][C:8]3[C:13]([C:4]=2[CH:3]=1)=[CH:12][CH:11]=[CH:10][N:9]=3.[N:17]1[CH:22]=[CH:21][C:20]([CH2:23][NH2:24])=[CH:19][CH:18]=1.C1(P(C2CCCCC2)C2C=CC=CC=2C2C(C(C)C)=CC(C(C)C)=CC=2C(C)C)CCCCC1.CC(C)([O-])C.[Na+]. The catalyst is O1CCOCC1.CO.C([O-])(=O)C.[Pd+2].C([O-])(=O)C. The product is [N:17]1[CH:22]=[CH:21][C:20]([CH2:23][NH:24][C:2]2[CH:16]=[CH:15][C:5]3[C:6](=[O:14])[NH:7][C:8]4[C:13]([C:4]=3[CH:3]=2)=[CH:12][CH:11]=[CH:10][N:9]=4)=[CH:19][CH:18]=1. The yield is 0.150. (4) The reactants are [CH2:1]([O:8][C:9]1[CH:10]=[C:11]2[C:16](=[CH:17][CH:18]=1)[C:15](=[O:19])[N:14]([CH2:20][CH:21]([CH3:23])[CH3:22])[C:13]([CH2:24][N:25]1C(=O)C3C(=CC=CC=3)C1=O)=[C:12]2[C:36]1[CH:41]=[CH:40][CH:39]=[CH:38][C:37]=1[F:42])[C:2]1[CH:7]=[CH:6][CH:5]=[CH:4][CH:3]=1.O.NN.C(=O)([O-])O.[Na+].[C:59](O[C:59]([O:61][C:62]([CH3:65])([CH3:64])[CH3:63])=[O:60])([O:61][C:62]([CH3:65])([CH3:64])[CH3:63])=[O:60]. The catalyst is C(O)C.O. The product is [CH2:1]([O:8][C:9]1[CH:10]=[C:11]2[C:16](=[CH:17][CH:18]=1)[C:15](=[O:19])[N:14]([CH2:20][CH:21]([CH3:22])[CH3:23])[C:13]([CH2:24][NH:25][C:59](=[O:60])[O:61][C:62]([CH3:63])([CH3:64])[CH3:65])=[C:12]2[C:36]1[CH:41]=[CH:40][CH:39]=[CH:38][C:37]=1[F:42])[C:2]1[CH:3]=[CH:4][CH:5]=[CH:6][CH:7]=1. The yield is 0.895. (5) The reactants are [P:1]([Cl:6])([Cl:5])([O:3][CH3:4])=[O:2].[N:7]1[CH:12]=[CH:11][CH:10]=[CH:9][CH:8]=1. No catalyst specified. The product is [P:1]([Cl:6])([Cl:5])([O-:3])=[O:2].[CH3:4][N+:7]1[CH:12]=[CH:11][CH:10]=[CH:9][CH:8]=1. The yield is 0.600. (6) The reactants are [F:1][C:2]1[CH:7]=[CH:6][C:5]([OH:8])=[C:4]([N+:9]([O-])=O)[CH:3]=1.[CH:12](OC)(OC)OC.CC(O)=O. The catalyst is C1C=CC=CC=1. The product is [F:1][C:2]1[CH:7]=[CH:6][C:5]2[O:8][CH:12]=[N:9][C:4]=2[CH:3]=1. The yield is 0.580. (7) The reactants are C(OC([N:8]1[CH2:17][CH2:16][C:15]2[C:10](=[CH:11][CH:12]=[C:13]([Cl:25])[C:14]=2[NH:18][CH2:19][C:20]([O:22][CH2:23][CH3:24])=[O:21])[CH2:9]1)=O)(C)(C)C.C(O)(C(F)(F)F)=O.O.C([O-])(O)=O.[Na+]. The catalyst is C(Cl)Cl. The product is [CH2:23]([O:22][C:20](=[O:21])[CH2:19][NH:18][C:14]1[C:13]([Cl:25])=[CH:12][CH:11]=[C:10]2[C:15]=1[CH2:16][CH2:17][NH:8][CH2:9]2)[CH3:24]. The yield is 0.950.